Predict the reaction yield, written as a fraction of the theoretical maximum amount of product (1.0 means a 100% yield; for example, 0.34 means a 34% yield). From a dataset of Reaction yield outcomes from USPTO patents with 853,638 reactions. (1) The reactants are [NH2:1][C@H:2]1[CH2:7][CH2:6][N:5]([C:8]([O:10][C:11]([CH3:14])([CH3:13])[CH3:12])=[O:9])[CH2:4][C@H:3]1[O:15][CH2:16][CH2:17][CH3:18].[Cl:19][C:20]1[N:21]=[C:22]([C:26](O)=[O:27])[NH:23][C:24]=1[CH3:25].CCN=C=NCCCN(C)C.Cl. The catalyst is CN(C1C=CN=CC=1)C. The product is [Cl:19][C:20]1[N:21]=[C:22]([C:26]([NH:1][C@H:2]2[CH2:7][CH2:6][N:5]([C:8]([O:10][C:11]([CH3:12])([CH3:13])[CH3:14])=[O:9])[CH2:4][C@H:3]2[O:15][CH2:16][CH2:17][CH3:18])=[O:27])[NH:23][C:24]=1[CH3:25]. The yield is 0.600. (2) The reactants are O.Cl[C:3]1[N:8]=[CH:7][C:6]([C:9]([O:11][CH3:12])=[O:10])=[CH:5][N:4]=1.[C:13]([C:17]#[C:18]B(OC(C)C)OC(C)C)([CH3:16])([CH3:15])[CH3:14].C(=O)([O-])[O-].[K+].[K+]. The catalyst is O1CCCC1.C1C=CC(P(C2C=CC=CC=2)[C-]2C=CC=C2)=CC=1.C1C=CC(P(C2C=CC=CC=2)[C-]2C=CC=C2)=CC=1.Cl[Pd]Cl.[Fe+2].C(OCC)(=O)C. The product is [CH3:14][C:13]([CH3:16])([CH3:15])[C:17]#[C:18][C:3]1[N:8]=[CH:7][C:6]([C:9]([O:11][CH3:12])=[O:10])=[CH:5][N:4]=1. The yield is 0.210. (3) The reactants are [F:1][C:2]1[CH:7]=[CH:6][C:5]([C@H:8]2[CH2:10][O:9]2)=[CH:4][CH:3]=1.[CH2:11]([NH2:18])[C:12]1[CH:17]=[CH:16][CH:15]=[CH:14][CH:13]=1. The catalyst is O. The product is [F:1][C:2]1[CH:7]=[CH:6][C:5]([C@H:8]([OH:9])[CH2:10][NH:18][CH2:11][C:12]2[CH:17]=[CH:16][CH:15]=[CH:14][CH:13]=2)=[CH:4][CH:3]=1. The yield is 0.570. (4) The reactants are [OH:1][CH:2]([C:18]1[CH:23]=[CH:22][N:21]=[CH:20][CH:19]=1)[CH:3]([CH2:7][C:8]1[CH:13]=[CH:12][C:11]([C:14]([F:17])([F:16])[F:15])=[CH:10][CH:9]=1)C(O)=O.C1(P(N=[N+]=[N-])(C2C=CC=CC=2)=O)C=CC=CC=1.C([N:43]([CH2:46]C)CC)C.[OH2:48]. The catalyst is O1CCCC1. The product is [N:21]1[CH:20]=[CH:19][C:18]([CH:2]2[O:1][C:46](=[O:48])[NH:43][CH:3]2[CH2:7][C:8]2[CH:9]=[CH:10][C:11]([C:14]([F:17])([F:15])[F:16])=[CH:12][CH:13]=2)=[CH:23][CH:22]=1. The yield is 0.580. (5) The reactants are C([O:3][C:4](=O)[C:5]1[CH:10]=[CH:9][C:8]([NH:11][N:12]=[C:13]([C:16]#[N:17])[C:14]#[N:15])=[CH:7][CH:6]=1)C.NC1C=CC(C(OCC)=O)=CC=1.C(#N)CC#N.[OH2:36].[NH2:37][NH2:38]. No catalyst specified. The product is [NH2:15][C:14]1[C:13](=[N:12][NH:11][C:8]2[CH:9]=[CH:10][C:5]([C:4]([OH:3])=[O:36])=[CH:6][CH:7]=2)[C:16]([NH2:17])=[N:38][N:37]=1. The yield is 0.330. (6) The reactants are C[C:2]1[CH:10]=[C:9]([NH:11][C:12](=[O:36])[NH:13][C:14]2[CH:19]=[CH:18][C:17]([C:20]3[N:25]=[C:24]([O:26][CH:27]([CH3:29])[CH3:28])[N:23]=[C:22]([N:30]4[CH2:35][CH2:34][O:33][CH2:32][CH2:31]4)[N:21]=3)=[CH:16][CH:15]=2)[CH:8]=[CH:7][C:3]=1[C:4]([OH:6])=O.[CH3:37][N:38]1[CH2:43][CH2:42][NH:41][CH2:40][CH2:39]1. No catalyst specified. The product is [CH:27]([O:26][C:24]1[N:23]=[C:22]([N:30]2[CH2:31][CH2:32][O:33][CH2:34][CH2:35]2)[N:21]=[C:20]([C:17]2[CH:16]=[CH:15][C:14]([NH:13][C:12]([NH:11][C:9]3[CH:8]=[CH:7][C:3]([C:4]([N:41]4[CH2:42][CH2:43][N:38]([CH3:37])[CH2:39][CH2:40]4)=[O:6])=[CH:2][CH:10]=3)=[O:36])=[CH:19][CH:18]=2)[N:25]=1)([CH3:28])[CH3:29]. The yield is 0.440.